From a dataset of Reaction yield outcomes from USPTO patents with 853,638 reactions. Predict the reaction yield, written as a fraction of the theoretical maximum amount of product (1.0 means a 100% yield; for example, 0.34 means a 34% yield). The reactants are [C:1]([O:5][C:6]([N:8]1[CH2:15][CH:14]2[CH:10]([CH2:11][C:12]([C:16]([O:18]C)=[O:17])=[CH:13]2)[CH2:9]1)=[O:7])([CH3:4])([CH3:3])[CH3:2].[OH-].[Li+]. The catalyst is C1COCC1.CO. The product is [C:1]([O:5][C:6]([N:8]1[CH2:9][CH:10]2[CH:14]([CH2:13][C:12]([C:16]([OH:18])=[O:17])=[CH:11]2)[CH2:15]1)=[O:7])([CH3:4])([CH3:2])[CH3:3]. The yield is 0.920.